This data is from Reaction yield outcomes from USPTO patents with 853,638 reactions. The task is: Predict the reaction yield, written as a fraction of the theoretical maximum amount of product (1.0 means a 100% yield; for example, 0.34 means a 34% yield). (1) The reactants are Cl.[S:2]([N:6]1[C:19]2[C:14](=[CH:15][CH:16]=[CH:17][CH:18]=2)[C:8]2([CH2:13][CH2:12][NH:11][CH2:10][CH2:9]2)[CH2:7]1)(=[O:5])(=[O:4])[NH2:3].[C:20]([C:23]1[CH:28]=[CH:27][C:26]([NH:29][C:30](=O)[O:31]C2C=CC=CC=2)=[CH:25][CH:24]=1)(=[O:22])[CH3:21].CCN(CC)CC. No catalyst specified. The product is [C:20]([C:23]1[CH:28]=[CH:27][C:26]([NH:29][C:30]([N:11]2[CH2:12][CH2:13][C:8]3([C:14]4[C:19](=[CH:18][CH:17]=[CH:16][CH:15]=4)[N:6]([S:2](=[O:4])(=[O:5])[NH2:3])[CH2:7]3)[CH2:9][CH2:10]2)=[O:31])=[CH:25][CH:24]=1)(=[O:22])[CH3:21]. The yield is 0.330. (2) The reactants are [C:1]([O:5][C:6]([N:8]1[CH2:13][CH2:12][NH:11][CH2:10][CH2:9]1)=[O:7])([CH3:4])([CH3:3])[CH3:2].Br[CH2:15][CH2:16][CH2:17][CH2:18][CH2:19][CH2:20][CH3:21]. No catalyst specified. The product is [C:1]([O:5][C:6]([N:8]1[CH2:13][CH2:12][N:11]([CH2:15][CH:16]2[CH2:21][CH2:20][CH2:19][CH2:18][CH2:17]2)[CH2:10][CH2:9]1)=[O:7])([CH3:4])([CH3:2])[CH3:3]. The yield is 0.650. (3) The reactants are [N+:1]([C:4]1[CH:5]=[CH:6][CH:7]=[C:8]2[C:13]=1[N:12]=[CH:11][C:10]([OH:14])=[CH:9]2)([O-:3])=[O:2].I[CH3:16]. No catalyst specified. The product is [N+:1]([C:4]1[CH:5]=[CH:6][CH:7]=[C:8]2[C:13]=1[N:12]=[CH:11][C:10]([O:14][CH3:16])=[CH:9]2)([O-:3])=[O:2]. The yield is 0.260. (4) The reactants are [F:1][C:2]1[C:11]([NH:12][C:13]([O:15][CH2:16][CH:17]=[CH2:18])=[O:14])=[CH:10][CH:9]=[C:8]([F:19])[C:3]=1[C:4]([O:6]C)=O.[Cl:20][C:21]1[N:26]=[C:25]([CH3:27])[CH:24]=[CH:23][N:22]=1. No catalyst specified. The product is [Cl:20][C:21]1[N:26]=[C:25]([CH2:27][C:4]([C:3]2[C:2]([F:1])=[C:11]([NH:12][C:13](=[O:14])[O:15][CH2:16][CH:17]=[CH2:18])[CH:10]=[CH:9][C:8]=2[F:19])=[O:6])[CH:24]=[CH:23][N:22]=1. The yield is 0.602. (5) The reactants are [CH2:1]([O:8][C:9]1[CH:15]=[C:14]([Br:16])[CH:13]=[CH:12][C:10]=1[NH2:11])[C:2]1[CH:7]=[CH:6][CH:5]=[CH:4][CH:3]=1.[N:17]([O-])=O.[Na+].[Sn](Cl)[Cl:22].[OH-].[Na+]. The catalyst is Cl.O. The product is [ClH:22].[CH2:1]([O:8][C:9]1[CH:15]=[C:14]([Br:16])[CH:13]=[CH:12][C:10]=1[NH:11][NH2:17])[C:2]1[CH:3]=[CH:4][CH:5]=[CH:6][CH:7]=1. The yield is 0.380. (6) The reactants are Br[C:2]1[CH:7]=[CH:6][C:5]2[C:8]3([CH2:31][O:32][C:4]=2[CH:3]=1)[C:16]1[C:11](=[CH:12][CH:13]=[CH:14][CH:15]=1)[N:10]([CH:17]([C:24]1[CH:29]=[CH:28][CH:27]=[CH:26][CH:25]=1)[C:18]1[CH:23]=[CH:22][CH:21]=[CH:20][CH:19]=1)[C:9]3=[O:30].[C-]#N.[Na+].[CH3:36][N:37]1CCCC1=O. The yield is 1.00. The catalyst is C(OCC)(=O)C.O.O.O.O.O.O.[Ni](Cl)Cl. The product is [C:18]1([CH:17]([C:24]2[CH:29]=[CH:28][CH:27]=[CH:26][CH:25]=2)[N:10]2[C:11]3[C:16](=[CH:15][CH:14]=[CH:13][CH:12]=3)[C:8]3([C:5]4[CH:6]=[CH:7][C:2]([C:36]#[N:37])=[CH:3][C:4]=4[O:32][CH2:31]3)[C:9]2=[O:30])[CH:23]=[CH:22][CH:21]=[CH:20][CH:19]=1. (7) The reactants are [C:1]([O:5][N:6]=[C:7]1[C:16]2[C:11](=[CH:12][CH:13]=[C:14]([OH:17])[CH:15]=2)[O:10][C:9]([C:18]2[N:23]=[CH:22][N:21]3[CH:24]=[CH:25][CH:26]=[C:20]3[CH:19]=2)=[CH:8]1)([CH3:4])([CH3:3])[CH3:2].C(=O)([O-])[O-].[Cs+].[Cs+].I[CH2:34][CH2:35][O:36][C:37]1[CH:42]=[CH:41][CH:40]=[CH:39][CH:38]=1. The catalyst is CN(C)C=O.O. The product is [C:1]([O:5][N:6]=[C:7]1[C:16]2[C:11](=[CH:12][CH:13]=[C:14]([O:17][CH2:34][CH2:35][O:36][C:37]3[CH:42]=[CH:41][CH:40]=[CH:39][CH:38]=3)[CH:15]=2)[O:10][C:9]([C:18]2[N:23]=[CH:22][N:21]3[CH:24]=[CH:25][CH:26]=[C:20]3[CH:19]=2)=[CH:8]1)([CH3:4])([CH3:2])[CH3:3]. The yield is 0.380. (8) The yield is 0.280. The reactants are [Cl:1][C:2]1[CH:7]=[CH:6][C:5]([S:8]([NH:11][C@H:12]2[CH2:18][CH2:17][CH2:16][CH2:15][CH2:14][C@H:13]2[C:19]([NH2:21])=[O:20])(=[O:10])=[O:9])=[CH:4][CH:3]=1.Br[CH2:23][C:24]1[CH:33]=[CH:32][C:27]([C:28]([O:30][CH3:31])=[O:29])=[CH:26][CH:25]=1. No catalyst specified. The product is [CH3:31][O:30][C:28](=[O:29])[C:27]1[CH:32]=[CH:33][C:24]([CH2:23][N:11]([C@@H:12]2[CH2:18][CH2:17][CH2:16][CH2:15][CH2:14][C@@H:13]2[C:19](=[O:20])[NH2:21])[S:8]([C:5]2[CH:6]=[CH:7][C:2]([Cl:1])=[CH:3][CH:4]=2)(=[O:9])=[O:10])=[CH:25][CH:26]=1.